This data is from Forward reaction prediction with 1.9M reactions from USPTO patents (1976-2016). The task is: Predict the product of the given reaction. (1) Given the reactants [N:1]1[C:10]2[C:5](=[C:6]([N:11]3[CH2:15][CH2:14][C@H:13]([NH:16]C(=O)OC(C)(C)C)[CH2:12]3)[CH:7]=[CH:8][CH:9]=2)[CH:4]=[CH:3][CH:2]=1, predict the reaction product. The product is: [N:1]1[C:10]2[C:5](=[C:6]([N:11]3[CH2:15][CH2:14][C@H:13]([NH2:16])[CH2:12]3)[CH:7]=[CH:8][CH:9]=2)[CH:4]=[CH:3][CH:2]=1. (2) Given the reactants [Cl:1][C:2]1[CH:7]=[CH:6][C:5]([C:8]2([C:11]3[CH:16]=[CH:15][C:14]([I:17])=[CH:13][CH:12]=3)[CH2:10][O:9]2)=[CH:4][CH:3]=1.CO.[NH3:20], predict the reaction product. The product is: [NH2:20][CH2:10][C:8]([C:5]1[CH:6]=[CH:7][C:2]([Cl:1])=[CH:3][CH:4]=1)([C:11]1[CH:16]=[CH:15][C:14]([I:17])=[CH:13][CH:12]=1)[OH:9]. (3) Given the reactants [N:1]12[CH2:10][CH:5]3[CH2:6][CH:7]([CH2:9][CH:3]([CH:4]3[OH:11])[CH2:2]1)[CH2:8]2.[Cl:12][C:13]1[N:14]=[N:15][C:16](Cl)=[CH:17][CH:18]=1, predict the reaction product. The product is: [Cl:12][C:13]1[N:14]=[N:15][C:16]([O:11][CH:4]2[CH:5]3[CH2:10][N:1]4[CH2:8][CH:7]([CH2:9][CH:3]2[CH2:2]4)[CH2:6]3)=[CH:17][CH:18]=1. (4) Given the reactants [CH3:1][CH:2]1[C:8]2=[C:9]3[C:13](=[CH:14][CH:15]=[C:7]2[O:6][CH2:5][CH2:4][N:3]1[C:16]([O:18][C:19]([CH3:22])([CH3:21])[CH3:20])=[O:17])[NH:12][CH:11]=[CH:10]3.[H-].[Na+].[CH3:25][O:26][C:27]1[CH:32]=[C:31]([CH3:33])[CH:30]=[CH:29][C:28]=1[S:34](Cl)(=[O:36])=[O:35], predict the reaction product. The product is: [CH3:25][O:26][C:27]1[CH:32]=[C:31]([CH3:33])[CH:30]=[CH:29][C:28]=1[S:34]([N:12]1[C:13]2[C:9](=[C:8]3[CH:2]([CH3:1])[N:3]([C:16]([O:18][C:19]([CH3:21])([CH3:20])[CH3:22])=[O:17])[CH2:4][CH2:5][O:6][C:7]3=[CH:15][CH:14]=2)[CH:10]=[CH:11]1)(=[O:35])=[O:36]. (5) The product is: [ClH:36].[CH3:67][N:39]([CH3:38])[CH2:40][CH2:41][C:42]([NH:44][C:45]1[CH:46]=[CH:47][CH:48]=[C:49]2[C:53]=1[NH:52][N:51]=[C:50]2[S:54]([C:57]1[C:66]2[C:61](=[CH:62][CH:63]=[CH:64][CH:65]=2)[CH:60]=[CH:59][CH:58]=1)(=[O:56])=[O:55])=[O:43]. Given the reactants C1(S(C2C3C(=C(N)C=CC=3)NN=2)(=O)=O)C2C(=CC=CC=2)C=CC=1.[N+](C1C=CC=C2C=1NN=C2)([O-])=O.[ClH:36].Cl.[CH3:38][N:39]([CH3:67])[CH2:40][CH2:41][C:42]([NH:44][C:45]1[CH:46]=[CH:47][CH:48]=[C:49]2[C:53]=1[NH:52][N:51]=[C:50]2[S:54]([C:57]1[C:66]2[C:61](=[CH:62][CH:63]=[CH:64][CH:65]=2)[CH:60]=[CH:59][CH:58]=1)(=[O:56])=[O:55])=[O:43], predict the reaction product. (6) Given the reactants [CH3:1][O:2][C:3]1[CH:22]=[CH:21][C:6]([CH2:7][N:8]2[C:12]([NH2:13])=[C:11]([C:14]3[CH:15]=[N:16][C:17](F)=[CH:18][CH:19]=3)[CH:10]=[N:9]2)=[CH:5][CH:4]=1.[NH:23]1[CH2:28][CH2:27][CH2:26][CH2:25][CH2:24]1, predict the reaction product. The product is: [CH3:1][O:2][C:3]1[CH:22]=[CH:21][C:6]([CH2:7][N:8]2[C:12]([NH2:13])=[C:11]([C:14]3[CH:15]=[N:16][C:17]([N:23]4[CH2:28][CH2:27][CH2:26][CH2:25][CH2:24]4)=[CH:18][CH:19]=3)[CH:10]=[N:9]2)=[CH:5][CH:4]=1. (7) Given the reactants [F:1][C:2]1[C:3]([F:16])=[CH:4][C:5]2[C:6]3[CH2:14][N:13]([CH3:15])[CH2:12][CH2:11][C:7]=3[NH:8][C:9]=2[CH:10]=1.N1CCC[C@H]1C(O)=O.P([O-])([O-])([O-])=O.[K+].[K+].[K+].Br[CH:34]=[C:35]([C:37]1[CH:38]=[CH:39][C:40]([CH3:43])=[N:41][CH:42]=1)[CH3:36], predict the reaction product. The product is: [F:1][C:2]1[C:3]([F:16])=[CH:4][C:5]2[C:6]3[CH2:14][N:13]([CH3:15])[CH2:12][CH2:11][C:7]=3[N:8](/[CH:34]=[C:35](/[C:37]3[CH:42]=[N:41][C:40]([CH3:43])=[CH:39][CH:38]=3)\[CH3:36])[C:9]=2[CH:10]=1.